From a dataset of Reaction yield outcomes from USPTO patents with 853,638 reactions. Predict the reaction yield, written as a fraction of the theoretical maximum amount of product (1.0 means a 100% yield; for example, 0.34 means a 34% yield). (1) The yield is 0.570. The catalyst is C(O)C. The reactants are [CH3:1][N:2]([CH3:16])[S:3]([C:6]1[CH:7]=[C:8]2[C:12](=[CH:13][CH:14]=1)[NH:11][C:10](=[O:15])[CH2:9]2)(=[O:5])=[O:4].[CH3:17][C:18]1[C:26]2[C:21](=[CH:22][CH:23]=[CH:24][CH:25]=2)[NH:20][C:19]=1[CH:27]=O.N1CCCCC1. The product is [CH3:1][N:2]([CH3:16])[S:3]([C:6]1[CH:7]=[C:8]2[C:12](=[CH:13][CH:14]=1)[NH:11][C:10](=[O:15])[C:9]2=[CH:27][C:19]1[NH:20][C:21]2[C:26]([C:18]=1[CH3:17])=[CH:25][CH:24]=[CH:23][CH:22]=2)(=[O:5])=[O:4]. (2) The reactants are [NH2:1][C:2]1[CH:7]=[CH:6][C:5]([CH3:8])=[CH:4][C:3]=1[OH:9].C([O-])([O-])=O.[K+].[K+].Cl[CH2:17][C:18](Cl)=[O:19]. The catalyst is [N+](CCCC)(CCCC)(CCCC)CCCC.[Br-].C(#N)C. The product is [CH3:8][C:5]1[CH:6]=[CH:7][C:2]2[NH:1][C:18](=[O:19])[CH2:17][O:9][C:3]=2[CH:4]=1. The yield is 0.710. (3) The reactants are Br[C:2]1[CH:3]=[C:4]([N:8]([CH2:16][C:17]2[CH:22]=[CH:21][CH:20]=[C:19]([O:23][C:24]([F:27])([F:26])[F:25])[CH:18]=2)[CH2:9][CH:10]([OH:15])[C:11]([F:14])([F:13])[F:12])[CH:5]=[CH:6][CH:7]=1.[OH:28][C:29]1[CH:30]=[CH:31][C:32]([CH3:35])=[N:33][CH:34]=1.C([O-])([O-])=O.[Cs+].[Cs+]. The catalyst is CC(N(C)C)=O. The product is [CH3:35][C:32]1[CH:31]=[CH:30][C:29]([O:28][C:2]2[CH:3]=[C:4]([N:8]([CH2:16][C:17]3[CH:22]=[CH:21][CH:20]=[C:19]([O:23][C:24]([F:27])([F:26])[F:25])[CH:18]=3)[CH2:9][CH:10]([OH:15])[C:11]([F:14])([F:13])[F:12])[CH:5]=[CH:6][CH:7]=2)=[CH:34][N:33]=1. The yield is 0.610. (4) The reactants are [OH:1][C:2]1[CH:7]=[CH:6][C:5]([NH:8][C:9](=[O:11])[CH3:10])=[CH:4][CH:3]=1.Cl[C:13]1[N:14]=[C:15]([OH:23])[C:16]2[CH:22]=[CH:21][N:20]=[CH:19][C:17]=2[N:18]=1. No catalyst specified. The product is [OH:23][C:15]1[C:16]2[CH:22]=[CH:21][N:20]=[CH:19][C:17]=2[N:18]=[C:13]([O:1][C:2]2[CH:3]=[CH:4][C:5]([NH:8][C:9](=[O:11])[CH3:10])=[CH:6][CH:7]=2)[N:14]=1. The yield is 0.150. (5) The reactants are [CH3:1][O:2][C:3]1[CH:4]=[C:5]([CH:9]=[CH:10][C:11]=1[O:12][CH3:13])[C:6](Cl)=[O:7].[NH2:14][C:15]1[CH:20]=[CH:19][C:18]([C:21]([CH3:25])([CH3:24])[C:22]#[N:23])=[CH:17][CH:16]=1.C(N(CC)CC)C. The catalyst is C(Cl)Cl. The product is [C:22]([C:21]([CH3:25])([CH3:24])[C:18]1[CH:19]=[CH:20][C:15]([NH:14][C:6](=[O:7])[C:5]2[CH:9]=[CH:10][C:11]([O:12][CH3:13])=[C:3]([O:2][CH3:1])[CH:4]=2)=[CH:16][CH:17]=1)#[N:23]. The yield is 0.720.